This data is from Full USPTO retrosynthesis dataset with 1.9M reactions from patents (1976-2016). The task is: Predict the reactants needed to synthesize the given product. (1) Given the product [Br:1][C:2]1[S:6][C:5]2[C:7](=[O:21])[CH2:8][CH:9]([C:10]3[CH:11]=[CH:12][C:13]([Cl:16])=[CH:14][CH:15]=3)[C:4]=2[CH:3]=1, predict the reactants needed to synthesize it. The reactants are: [Br:1][C:2]1[S:6][C:5]2[C:7](=[O:21])[CH:8](C(OC)=O)[CH:9]([C:10]3[CH:15]=[CH:14][C:13]([Cl:16])=[CH:12][CH:11]=3)[C:4]=2[CH:3]=1.CS(C)=O.O. (2) The reactants are: [N:1]1[C:6]2[NH:7][CH:8]=[CH:9][C:5]=2[CH:4]=[N:3][CH:2]=1.[H-].[Na+].ClCOCC[Si:17]([CH3:20])([CH3:19])[CH3:18].C1[CH2:25][O:24][CH2:23][CH2:22]1. Given the product [CH3:18][Si:17]([CH3:20])([CH3:19])[C:2]1[N:3]=[C:4]([CH2:25][O:24][CH2:23][CH3:22])[C:5]2[CH:9]=[CH:8][NH:7][C:6]=2[N:1]=1, predict the reactants needed to synthesize it. (3) Given the product [CH2:1]([N:3]1[C:7]2=[N:8][C:9]([CH2:32][CH3:33])=[C:10]([CH2:19][NH:20][C:21]([C:23]3[CH:24]=[CH:25][CH:26]=[C:27]([C:29]([NH:34][CH2:35][C:36]4[CH:37]=[C:38]([C:42]5[CH:47]=[CH:46][CH:45]=[C:44]([CH2:48][CH:49]6[CH2:90][CH2:89][NH:88][CH2:91][CH2:92]6)[CH:43]=5)[CH:39]=[CH:40][CH:41]=4)=[O:30])[N:28]=3)=[O:22])[C:11]([NH:12][CH:13]3[CH2:18][CH2:17][O:16][CH2:15][CH2:14]3)=[C:6]2[CH:5]=[N:4]1)[CH3:2], predict the reactants needed to synthesize it. The reactants are: [CH2:1]([N:3]1[C:7]2=[N:8][C:9]([CH2:32][CH3:33])=[C:10]([CH2:19][NH:20][C:21]([C:23]3[N:28]=[C:27]([C:29](O)=[O:30])[CH:26]=[CH:25][CH:24]=3)=[O:22])[C:11]([NH:12][CH:13]3[CH2:18][CH2:17][O:16][CH2:15][CH2:14]3)=[C:6]2[CH:5]=[N:4]1)[CH3:2].[NH2:34][CH2:35][C:36]1[CH:37]=[C:38]([C:42]2[CH:47]=[CH:46][CH:45]=[C:44]([CH2:48][CH:49]3CCN(C(OC(C)(C)C)=O)CC3)[CH:43]=2)[CH:39]=[CH:40][CH:41]=1.CN(C(ON1N=NC2C=CC=CC1=2)=[N+](C)C)C.F[P-](F)(F)(F)(F)F.CC[N:88]([CH2:91][CH3:92])[CH2:89][CH3:90]. (4) Given the product [CH3:1][C:2]1[C:7]([O:8][C:9]2[C:18]([C:17]([NH:16][CH2:20][C:21]3[CH:26]=[CH:25][C:24]([O:27][CH3:28])=[CH:23][CH:22]=3)=[O:19])=[C:13]([NH:14][C:30]3[CH:35]=[CH:34][C:33]([I:36])=[CH:32][C:31]=3[F:37])[N:12]([CH3:38])[C:11](=[O:39])[CH:10]=2)=[CH:6][CH:5]=[CH:4][N:3]=1, predict the reactants needed to synthesize it. The reactants are: [CH3:1][C:2]1[C:7]([O:8][C:9]2[C:18]3[C:17](=[O:19])[N:16]([CH2:20][C:21]4[CH:26]=[CH:25][C:24]([O:27][CH3:28])=[CH:23][CH:22]=4)C(=O)[N:14]([C:30]4[CH:35]=[CH:34][C:33]([I:36])=[CH:32][C:31]=4[F:37])[C:13]=3[N:12]([CH3:38])[C:11](=[O:39])[CH:10]=2)=[CH:6][CH:5]=[CH:4][N:3]=1.[OH-].[Li+].C(OCC)(=O)C. (5) Given the product [OH:12][CH2:11][C:10]1[C:5]2[N:6]([CH:16]=[C:3]([C:2]([F:18])([F:17])[F:1])[N:4]=2)[CH:7]=[CH:8][CH:9]=1, predict the reactants needed to synthesize it. The reactants are: [F:1][C:2]([F:18])([F:17])[C:3]1[N:4]=[C:5]2[C:10]([C:11](OCC)=[O:12])=[CH:9][CH:8]=[CH:7][N:6]2[CH:16]=1.[K+].[Br-]. (6) Given the product [C:3]1([CH2:2][O:9][CH2:10][CH2:11][CH:12]=[CH:43][C:39]2[CH2:38][O:37][CH2:42][CH2:41][CH:40]=2)[CH:4]=[CH:5][CH:6]=[CH:7][CH:8]=1, predict the reactants needed to synthesize it. The reactants are: [Br-].[CH2:2]([O:9][CH2:10][CH2:11][CH2:12][P+](C1C=CC=CC=1)(C1C=CC=CC=1)C1C=CC=CC=1)[C:3]1[CH:8]=[CH:7][CH:6]=[CH:5][CH:4]=1.C([Li])CCC.[O:37]1[CH2:42][CH2:41][CH:40]=[C:39]([CH:43]=O)[CH2:38]1.